Dataset: Forward reaction prediction with 1.9M reactions from USPTO patents (1976-2016). Task: Predict the product of the given reaction. (1) Given the reactants [OH:1][C@@H:2]([CH3:29])[CH2:3][C:4]1[C:5]([C:13](=[N:24][NH:25][C:26](=[O:28])[CH3:27])[C:14]2[CH:19]=[CH:18][C:17]([N+:20]([O-:22])=[O:21])=[C:16]([CH3:23])[CH:15]=2)=[CH:6][C:7]2[O:11][CH2:10][O:9][C:8]=2[CH:12]=1.C(N(CC)CC)C.[CH3:37][S:38](Cl)(=[O:40])=[O:39], predict the reaction product. The product is: [CH3:37][S:38]([O:1][C@@H:2]([CH3:29])[CH2:3][C:4]1[C:5]([C:13](=[N:24][NH:25][C:26](=[O:28])[CH3:27])[C:14]2[CH:19]=[CH:18][C:17]([N+:20]([O-:22])=[O:21])=[C:16]([CH3:23])[CH:15]=2)=[CH:6][C:7]2[O:11][CH2:10][O:9][C:8]=2[CH:12]=1)(=[O:40])=[O:39]. (2) The product is: [Br:1][C:2]1[CH:7]=[C:6]([NH2:8])[C:5]([C:11]#[C:10][C:12]2[CH:13]=[N:14][N:15]([CH3:17])[CH:16]=2)=[CH:4][N:3]=1. Given the reactants [Br:1][C:2]1[CH:7]=[C:6]([NH2:8])[C:5](I)=[CH:4][N:3]=1.[C:10]([C:12]1[CH:13]=[N:14][N:15]([CH3:17])[CH:16]=1)#[CH:11], predict the reaction product. (3) Given the reactants [CH3:1][O:2][C:3]1[CH:33]=[CH:32][C:6]([CH2:7][N:8]2[C:16](=[O:17])[C:15]3[NH:14][C:13]([CH2:18][C:19]4[CH:24]=[CH:23][CH:22]=[C:21]([O:25][C:26]([F:29])([F:28])[F:27])[CH:20]=4)=[N:12][C:11]=3[N:10]([CH3:30])[C:9]2=[O:31])=[CH:5][CH:4]=1.Cl[CH2:35][C:36]1[CH:41]=[CH:40][C:39]([CH3:42])=[CH:38][N:37]=1.C(=O)([O-])[O-].[K+].[K+], predict the reaction product. The product is: [CH3:1][O:2][C:3]1[CH:4]=[CH:5][C:6]([CH2:7][N:8]2[C:16](=[O:17])[C:15]3[N:14]([CH2:35][C:36]4[CH:41]=[CH:40][C:39]([CH3:42])=[CH:38][N:37]=4)[C:13]([CH2:18][C:19]4[CH:24]=[CH:23][CH:22]=[C:21]([O:25][C:26]([F:27])([F:29])[F:28])[CH:20]=4)=[N:12][C:11]=3[N:10]([CH3:30])[C:9]2=[O:31])=[CH:32][CH:33]=1. (4) Given the reactants [CH3:1][N:2]1[CH2:7][CH2:6][N:5]([C:8]([C:10]2[CH:16]=[CH:15][C:13]([NH2:14])=[CH:12][C:11]=2[C:17]([F:20])([F:19])[F:18])=O)[CH2:4][CH2:3]1.CSC.B.O1CCCC1.Cl.[OH-].[Na+], predict the reaction product. The product is: [CH3:1][N:2]1[CH2:7][CH2:6][N:5]([CH2:8][C:10]2[CH:16]=[CH:15][C:13]([NH2:14])=[CH:12][C:11]=2[C:17]([F:20])([F:18])[F:19])[CH2:4][CH2:3]1. (5) Given the reactants C(NC/C=C\C1C=C(F)C=CC=1S(NC1C(C(OC)=O)=C2C(C3CC3CO2)=CC=1)(=O)=O)C.COC([N:37]([C:52]1[C:61]([C:62]([O:64][CH3:65])=[O:63])=[C:60]2[C:55]([CH:56]3[CH2:66][CH:57]3[CH2:58][O:59]2)=[CH:54][CH:53]=1)[S:38]([C:41]1[CH:46]=[CH:45][C:44]([F:47])=[CH:43][C:42]=1/[CH:48]=[CH:49]\[CH2:50]O)(=[O:40])=[O:39])=O.[OH:67][CH:68]1[CH2:71][NH:70][CH2:69]1, predict the reaction product. The product is: [OH:67][CH:68]1[CH2:71][N:70]([CH2:50]/[CH:49]=[CH:48]\[C:42]2[CH:43]=[C:44]([F:47])[CH:45]=[CH:46][C:41]=2[S:38]([NH:37][C:52]2[C:61]([C:62]([O:64][CH3:65])=[O:63])=[C:60]3[C:55]([CH:56]4[CH2:66][CH:57]4[CH2:58][O:59]3)=[CH:54][CH:53]=2)(=[O:39])=[O:40])[CH2:69]1. (6) Given the reactants [CH2:1]([N:8]1[CH2:18][CH2:17][C:11]2[N:12]=[CH:13][N:14]=[C:15](Cl)[C:10]=2[CH2:9]1)[C:2]1[CH:7]=[CH:6][CH:5]=[CH:4][CH:3]=1.[F:19][C:20]([F:29])([F:28])[C:21]1[CH:27]=[CH:26][C:24]([NH2:25])=[CH:23][CH:22]=1.I.O, predict the reaction product. The product is: [CH2:1]([N:8]1[CH2:18][CH2:17][C:11]2[N:12]=[CH:13][N:14]=[C:15]([NH:25][C:24]3[CH:26]=[CH:27][C:21]([C:20]([F:19])([F:28])[F:29])=[CH:22][CH:23]=3)[C:10]=2[CH2:9]1)[C:2]1[CH:7]=[CH:6][CH:5]=[CH:4][CH:3]=1. (7) Given the reactants [Cl:1][C:2]1[CH:9]=[C:8]([N:10]2[C:14]([CH3:15])=[CH:13][C:12]([CH3:16])=[N:11]2)[CH:7]=[CH:6][C:3]=1[C:4]#[N:5].[C:17](Cl)(=[O:21])[C:18]([Cl:20])=[O:19], predict the reaction product. The product is: [Cl:1][C:2]1[CH:9]=[C:8]([N:10]2[C:14]([CH3:15])=[C:13]([C:17](=[O:21])[C:18]([Cl:20])=[O:19])[C:12]([CH3:16])=[N:11]2)[CH:7]=[CH:6][C:3]=1[C:4]#[N:5]. (8) Given the reactants FC(F)(F)S(O[C:7]1[CH2:8][N:9]([C:18]([O:20][C:21]([CH3:24])([CH3:23])[CH3:22])=[O:19])[CH2:10][CH2:11][C:12]=1[C:13]([O:15][CH2:16][CH3:17])=[O:14])(=O)=O.[CH3:27][C:28]1([CH3:44])[C:32]([CH3:34])([CH3:33])[O:31][B:30]([B:30]2[O:31][C:32]([CH3:34])([CH3:33])[C:28]([CH3:44])([CH3:27])[O:29]2)[O:29]1.C([O-])(=O)C.[K+], predict the reaction product. The product is: [CH3:27][C:28]1([CH3:44])[C:32]([CH3:34])([CH3:33])[O:31][B:30]([C:7]2[CH2:8][N:9]([C:18]([O:20][C:21]([CH3:24])([CH3:23])[CH3:22])=[O:19])[CH2:10][CH2:11][C:12]=2[C:13]([O:15][CH2:16][CH3:17])=[O:14])[O:29]1. (9) Given the reactants [F:1][C:2]([F:9])([C:5]([F:8])([F:7])[F:6])[CH2:3][NH2:4].N1CCOCC1.C[Al](C)C.[OH:20][C:21]1[CH:22]=[C:23]([C:32](OC)=[O:33])[CH:24]=[C:25]2[C:30]=1[N:29]=[CH:28][NH:27][C:26]2=[O:31], predict the reaction product. The product is: [OH:20][C:21]1[CH:22]=[C:23]([C:32]([NH:4][CH2:3][C:2]([F:9])([F:1])[C:5]([F:8])([F:7])[F:6])=[O:33])[CH:24]=[C:25]2[C:30]=1[N:29]=[CH:28][NH:27][C:26]2=[O:31]. (10) Given the reactants [CH3:1][O:2][C:3](=[O:27])[C:4]1[CH:9]=[CH:8][C:7]([O:10][CH2:11][CH2:12][CH2:13][O:14][N:15]2C(=O)C3C(=CC=CC=3)C2=O)=[CH:6][C:5]=1[OH:26].CNN, predict the reaction product. The product is: [CH3:1][O:2][C:3](=[O:27])[C:4]1[CH:9]=[CH:8][C:7]([O:10][CH2:11][CH2:12][CH2:13][O:14][NH2:15])=[CH:6][C:5]=1[OH:26].